Predict the reaction yield, written as a fraction of the theoretical maximum amount of product (1.0 means a 100% yield; for example, 0.34 means a 34% yield). From a dataset of Reaction yield outcomes from USPTO patents with 853,638 reactions. (1) The reactants are [F:1][C:2]([F:15])([O:6][C:7]1[CH:8]=[C:9]([CH:12]=[CH:13][CH:14]=1)[CH:10]=[O:11])[CH:3]([F:5])[F:4].[O:16]([C:23]1[CH:24]=[C:25]([NH:29][CH2:30][CH:31](O)[C:32]([F:35])([F:34])[F:33])[CH:26]=[CH:27][CH:28]=1)[C:17]1[CH:22]=[CH:21][CH:20]=[CH:19][CH:18]=1. The catalyst is [Zn+2].[I-].[I-].C1(C)C=CC=CC=1. The product is [O:16]([C:23]1[CH:24]=[C:25]([N:29]2[CH2:30][CH:31]([C:32]([F:33])([F:34])[F:35])[O:11][CH:10]2[C:9]2[CH:12]=[CH:13][CH:14]=[C:7]([O:6][C:2]([F:15])([F:1])[CH:3]([F:4])[F:5])[CH:8]=2)[CH:26]=[CH:27][CH:28]=1)[C:17]1[CH:18]=[CH:19][CH:20]=[CH:21][CH:22]=1. The yield is 0.920. (2) The reactants are [C:1]([NH:12][C:13]1[CH:18]=[CH:17][C:16]([S:19](Cl)(=[O:21])=[O:20])=[CH:15][CH:14]=1)(=[O:11])[CH2:2][CH2:3][CH2:4][CH2:5][CH2:6][CH2:7][CH2:8][CH2:9][CH3:10].[NH2:23][C:24]1[S:25][C:26]([CH2:29][OH:30])=[N:27][N:28]=1.Cl. The catalyst is N1C=CC=CC=1. The product is [OH:30][CH2:29][C:26]1[S:25][C:24]([NH:23][S:19]([C:16]2[CH:17]=[CH:18][C:13]([NH:12][C:1](=[O:11])[CH2:2][CH2:3][CH2:4][CH2:5][CH2:6][CH2:7][CH2:8][CH2:9][CH3:10])=[CH:14][CH:15]=2)(=[O:21])=[O:20])=[N:28][N:27]=1. The yield is 0.730. (3) The reactants are C(OC([NH:8][N:9]([C:13]([C:15]1[N:24]=[C:23]2[N:17]([CH2:18][CH2:19][O:20][C:21]3[CH:28]=[C:27]([Br:29])[CH:26]=[CH:25][C:22]=32)[CH:16]=1)=[O:14])[CH:10]([CH3:12])[CH3:11])=O)(C)(C)C.[ClH:30].O1CCOCC1. The catalyst is CO. The product is [ClH:30].[ClH:30].[CH:10]([N:9]([C:13]([C:15]1[N:24]=[C:23]2[N:17]([CH2:18][CH2:19][O:20][C:21]3[CH:28]=[C:27]([Br:29])[CH:26]=[CH:25][C:22]=32)[CH:16]=1)=[O:14])[NH2:8])([CH3:12])[CH3:11]. The yield is 1.00. (4) The reactants are [Cl:1][C:2]1[N:7]=[C:6]([CH2:8][C:9]([C:11]2[CH:12]=[CH:13][C:14]([O:28][CH3:29])=[C:15]([CH:27]=2)[C:16]([NH:18][C:19]2[C:24]([F:25])=[CH:23][CH:22]=[CH:21][C:20]=2[F:26])=[O:17])=O)[CH:5]=[CH:4][N:3]=1.Cl[C:31]1[N:36]=[C:35](/[CH:37]=[C:38](\[C:40]2C=CC(OC)=C(C=2)C(NC2C(F)=CC=CC=2F)=O)/O)C=C[N:32]=1.C1C(=O)N(Br)C(=O)C1.NC1C=CC=CN=1.C([O-])(O)=O.[Na+]. The catalyst is C(Cl)Cl.CCOC(C)=O. The product is [Cl:1][C:2]1[N:7]=[C:6]([C:8]2[N:36]3[CH:35]=[CH:37][CH:38]=[CH:40][C:31]3=[N:32][C:9]=2[C:11]2[CH:12]=[CH:13][C:14]([O:28][CH3:29])=[C:15]([CH:27]=2)[C:16]([NH:18][C:19]2[C:24]([F:25])=[CH:23][CH:22]=[CH:21][C:20]=2[F:26])=[O:17])[CH:5]=[CH:4][N:3]=1. The yield is 0.720. (5) The reactants are [F:1][C:2]1[CH:3]=[CH:4][C:5]2[CH2:11][S:10](=[O:13])(=[O:12])[NH:9][N:8]=[C:7]([C:14]3[CH:19]=[CH:18][C:17]([F:20])=[CH:16][CH:15]=3)[C:6]=2[CH:21]=1.Br[CH2:23][CH:24]=[C:25]([CH3:27])[CH3:26]. No catalyst specified. The product is [F:1][C:2]1[CH:3]=[CH:4][C:5]2[CH2:11][S:10](=[O:12])(=[O:13])[N:9]([CH2:23][CH2:24][CH:25]([CH3:27])[CH3:26])[N:8]=[C:7]([C:14]3[CH:19]=[CH:18][C:17]([F:20])=[CH:16][CH:15]=3)[C:6]=2[CH:21]=1. The yield is 0.900. (6) The reactants are Br[C:2]1[N:7]=[C:6]([C:8]([NH2:10])=[O:9])[C:5]([NH:11][CH2:12][CH3:13])=[CH:4][CH:3]=1.[Cl:14][C:15]1[CH:22]=[C:21](B2OC(C)(C)C(C)(C)O2)[CH:20]=[CH:19][C:16]=1[C:17]#[N:18]. No catalyst specified. The product is [Cl:14][C:15]1[CH:22]=[C:21]([C:2]2[N:7]=[C:6]([C:8]([NH2:10])=[O:9])[C:5]([NH:11][CH2:12][CH3:13])=[CH:4][CH:3]=2)[CH:20]=[CH:19][C:16]=1[C:17]#[N:18]. The yield is 0.620.